This data is from Forward reaction prediction with 1.9M reactions from USPTO patents (1976-2016). The task is: Predict the product of the given reaction. (1) Given the reactants C([O:4][C@H:5]1[C@H:10]([O:11]C(=O)C)[C@@H:9]([O:15]C(=O)C)[C@H:8]([C:19]2[CH:24]=[C:23]([CH2:25][C:26]3[CH:31]=[CH:30][C:29]([CH2:32][CH3:33])=[CH:28][CH:27]=3)[C:22]([Cl:34])=[CH:21][C:20]=2[CH2:35][CH2:36][O:37][CH2:38][CH2:39]O)[O:7][C@@H:6]1[CH2:41][O:42]C(=O)C)(=O)C.CCN(S(F)(F)[F:52])CC.O[Li].O, predict the reaction product. The product is: [Cl:34][C:22]1[C:23]([CH2:25][C:26]2[CH:31]=[CH:30][C:29]([CH2:32][CH3:33])=[CH:28][CH:27]=2)=[CH:24][C:19]([C@H:8]2[C@H:9]([OH:15])[C@@H:10]([OH:11])[C@H:5]([OH:4])[C@@H:6]([CH2:41][OH:42])[O:7]2)=[C:20]([CH2:35][CH2:36][O:37][CH2:38][CH2:39][F:52])[CH:21]=1. (2) Given the reactants [CH2:1]([O:3][C:4]([C:6]1([CH2:30][CH:31]=C)[CH2:11][CH2:10][CH:9]([O:12][Si:13]([C:26]([CH3:29])([CH3:28])[CH3:27])([C:20]2[CH:25]=[CH:24][CH:23]=[CH:22][CH:21]=2)[C:14]2[CH:19]=[CH:18][CH:17]=[CH:16][CH:15]=2)[CH2:8][CH2:7]1)=[O:5])C.C(OCC)(=[O:35])C, predict the reaction product. The product is: [CH3:1][O:3][C:4]([C:6]1([CH2:30][CH:31]=[O:35])[CH2:7][CH2:8][CH:9]([O:12][Si:13]([C:26]([CH3:27])([CH3:28])[CH3:29])([C:14]2[CH:15]=[CH:16][CH:17]=[CH:18][CH:19]=2)[C:20]2[CH:21]=[CH:22][CH:23]=[CH:24][CH:25]=2)[CH2:10][CH2:11]1)=[O:5].